Dataset: Peptide-MHC class II binding affinity with 134,281 pairs from IEDB. Task: Regression. Given a peptide amino acid sequence and an MHC pseudo amino acid sequence, predict their binding affinity value. This is MHC class II binding data. (1) The MHC is DRB1_0401 with pseudo-sequence DRB1_0401. The peptide sequence is VIPANWKPDTVYTSK. The binding affinity (normalized) is 0.686. (2) The peptide sequence is FLHYIFMENAFELPT. The MHC is DRB1_1501 with pseudo-sequence DRB1_1501. The binding affinity (normalized) is 0.800. (3) The peptide sequence is TLWQRPIVTIKIGGQLREAL. The MHC is HLA-DPA10201-DPB10101 with pseudo-sequence HLA-DPA10201-DPB10101. The binding affinity (normalized) is 0.244. (4) The peptide sequence is LPADLMIRIIAQGPK. The MHC is HLA-DQA10301-DQB10302 with pseudo-sequence HLA-DQA10301-DQB10302. The binding affinity (normalized) is 0.417. (5) The peptide sequence is SIVGRAWENTTIDLT. The MHC is H-2-IAb with pseudo-sequence H-2-IAb. The binding affinity (normalized) is 0.102. (6) The peptide sequence is PDKPSLDISLETVAID. The MHC is HLA-DQA10601-DQB10402 with pseudo-sequence HLA-DQA10601-DQB10402. The binding affinity (normalized) is 0.